Dataset: Full USPTO retrosynthesis dataset with 1.9M reactions from patents (1976-2016). Task: Predict the reactants needed to synthesize the given product. The reactants are: [Cl:1][C:2]1[C:11]2[C:6](=[CH:7][C:8]([O:14][CH3:15])=[C:9]([O:12][CH3:13])[CH:10]=2)[N:5]=[CH:4][N:3]=1.[C:16]([C:18]1[CH:33]=[CH:32][C:21]([C:22]([NH:24][C:25]2[CH:26]=[C:27]([CH:29]=[CH:30][CH:31]=2)[NH2:28])=[O:23])=[CH:20][CH:19]=1)#[N:17].Cl. Given the product [ClH:1].[C:16]([C:18]1[CH:19]=[CH:20][C:21]([C:22]([NH:24][C:25]2[CH:26]=[C:27]([CH:29]=[CH:30][CH:31]=2)[NH:28][C:2]2[C:11]3[C:6](=[CH:7][C:8]([O:14][CH3:15])=[C:9]([O:12][CH3:13])[CH:10]=3)[N:5]=[CH:4][N:3]=2)=[O:23])=[CH:32][CH:33]=1)#[N:17], predict the reactants needed to synthesize it.